From a dataset of Forward reaction prediction with 1.9M reactions from USPTO patents (1976-2016). Predict the product of the given reaction. (1) Given the reactants [K+].[NH2:2][C@H:3]([C:8]([O-:10])=[O:9])[CH2:4][C:5]([OH:7])=[O:6].[CH:11](N)=[O:12], predict the reaction product. The product is: [CH:11]([NH:2][C@H:3]([C:8]([OH:10])=[O:9])[CH2:4][C:5]([OH:7])=[O:6])=[O:12]. (2) Given the reactants O.[OH-].[Li+].[Cl:4][C:5]1[C:6]([O:30][CH2:31][O:32][CH3:33])=[CH:7][C:8]([O:26][CH2:27][O:28][CH3:29])=[C:9]([CH:25]=1)[C:10]([N:12]1[CH2:20][C:19]2[C:14](=[CH:15][CH:16]=[CH:17][CH:18]=2)[CH:13]1[C:21]([O:23]C)=[O:22])=[O:11], predict the reaction product. The product is: [Cl:4][C:5]1[C:6]([O:30][CH2:31][O:32][CH3:33])=[CH:7][C:8]([O:26][CH2:27][O:28][CH3:29])=[C:9]([CH:25]=1)[C:10]([N:12]1[CH2:20][C:19]2[C:14](=[CH:15][CH:16]=[CH:17][CH:18]=2)[CH:13]1[C:21]([OH:23])=[O:22])=[O:11]. (3) Given the reactants [CH3:1][S:2]([NH2:5])(=[O:4])=[O:3].[CH:6]1([C:12]2[C:18]3[CH:19]=[CH:20][CH:21]=[CH:22][C:17]=3[N:16]([CH2:23][C:24](=[O:29])[C:25]([CH3:28])([CH3:27])[CH3:26])[C:15](=[O:30])[N:14]([CH2:31][C:32]([NH:34][C:35]3[CH:36]=[C:37]([CH:41]=[CH:42][CH:43]=3)[C:38](O)=[O:39])=[O:33])[N:13]=2)[CH2:11][CH2:10][CH2:9][CH2:8][CH2:7]1.C(Cl)CCl, predict the reaction product. The product is: [CH:6]1([C:12]2[C:18]3[CH:19]=[CH:20][CH:21]=[CH:22][C:17]=3[N:16]([CH2:23][C:24](=[O:29])[C:25]([CH3:28])([CH3:27])[CH3:26])[C:15](=[O:30])[N:14]([CH2:31][C:32]([NH:34][C:35]3[CH:43]=[CH:42][CH:41]=[C:37]([C:38]([NH:5][S:2]([CH3:1])(=[O:4])=[O:3])=[O:39])[CH:36]=3)=[O:33])[N:13]=2)[CH2:7][CH2:8][CH2:9][CH2:10][CH2:11]1. (4) Given the reactants C(OC[CH2:6][O:7][C:8]1[CH:13]=[C:12]([O:14][CH3:15])[CH:11]=[CH:10][C:9]=1[C:16]([OH:38])([C:18]1[CH:23]=[CH:22][CH:21]=[C:20]([O:24][CH2:25][C:26]2[N:27]=[C:28]([C:32]3[CH:37]=[CH:36][CH:35]=[CH:34][CH:33]=3)[O:29][C:30]=2[CH3:31])[CH:19]=1)[CH3:17])(=O)C.[O:39]1[CH2:43]CCC1.[OH2:44].[OH-].[Li+].Cl, predict the reaction product. The product is: [OH:38][C:16]([C:9]1[CH:10]=[CH:11][C:12]([O:14][CH3:15])=[CH:13][C:8]=1[O:7][CH2:6][C:43]([OH:39])=[O:44])([C:18]1[CH:23]=[CH:22][CH:21]=[C:20]([O:24][CH2:25][C:26]2[N:27]=[C:28]([C:32]3[CH:37]=[CH:36][CH:35]=[CH:34][CH:33]=3)[O:29][C:30]=2[CH3:31])[CH:19]=1)[CH3:17]. (5) Given the reactants [CH3:1][CH:2]1[CH2:7][N:6]([C:8]([O:10][CH2:11][C:12]2[CH:17]=[CH:16][CH:15]=[CH:14][CH:13]=2)=[O:9])[CH2:5][CH:4]=[CH:3]1.C1C=C(Cl)C=C(C(OO)=[O:26])C=1, predict the reaction product. The product is: [CH3:1][CH:2]1[CH:3]2[CH:4]([O:26]2)[CH2:5][N:6]([C:8]([O:10][CH2:11][C:12]2[CH:17]=[CH:16][CH:15]=[CH:14][CH:13]=2)=[O:9])[CH2:7]1. (6) The product is: [CH3:19][O:18][C:14]1[CH:13]=[CH:12][C:11]([N:20]2[CH2:25][CH2:24][N:23]([CH3:26])[CH2:22][CH2:21]2)=[C:10]2[C:15]=1[CH2:16][CH2:17][N:8]([C:6](=[O:7])[CH2:5][CH2:4][CH2:3][CH2:2][NH:1][C:28](=[O:35])[C:29]1[CH:34]=[CH:33][N:32]=[CH:31][CH:30]=1)[CH2:9]2. Given the reactants [NH2:1][CH2:2][CH2:3][CH2:4][CH2:5][C:6]([N:8]1[CH2:17][CH2:16][C:15]2[C:10](=[C:11]([N:20]3[CH2:25][CH2:24][N:23]([CH3:26])[CH2:22][CH2:21]3)[CH:12]=[CH:13][C:14]=2[O:18][CH3:19])[CH2:9]1)=[O:7].Cl.[C:28](Cl)(=[O:35])[C:29]1[CH:34]=[CH:33][N:32]=[CH:31][CH:30]=1, predict the reaction product. (7) Given the reactants Cl[C:2]1[CH:3]=[CH:4][C:5]2[N:6]([C:8]([C:11]3[CH:20]=[CH:19][C:18]4[C:13](=[CH:14][CH:15]=[CH:16][CH:17]=4)[N:12]=3)=[CH:9][N:10]=2)[N:7]=1.[C:21]([Cu])#[N:22].[CH3:24]N1C(=O)CCC1, predict the reaction product. The product is: [N:12]1[C:13]2[C:14](=[CH:24][C:20]([CH2:11][C:8]3[N:6]4[N:7]=[C:2]([C:21]#[N:22])[CH:3]=[CH:4][C:5]4=[N:10][CH:9]=3)=[CH:19][CH:18]=2)[CH:15]=[CH:16][CH:17]=1.